Predict the product of the given reaction. From a dataset of Forward reaction prediction with 1.9M reactions from USPTO patents (1976-2016). Given the reactants [F:1][C:2]1[CH:7]=[CH:6][C:5]([C:8]2[CH:13]=[CH:12][C:11]([S:14](Cl)(=[O:16])=[O:15])=[CH:10][CH:9]=2)=[CH:4][CH:3]=1.[NH3:18].O.[Na+].[Cl-], predict the reaction product. The product is: [F:1][C:2]1[CH:7]=[CH:6][C:5]([C:8]2[CH:13]=[CH:12][C:11]([S:14]([NH2:18])(=[O:16])=[O:15])=[CH:10][CH:9]=2)=[CH:4][CH:3]=1.